Predict which catalyst facilitates the given reaction. From a dataset of Catalyst prediction with 721,799 reactions and 888 catalyst types from USPTO. Reactant: [N:1]([CH:4]([C:6]1[CH:19]=[CH:18][C:9]2[CH:10]=[C:11]([C:13]([O:15][CH2:16][CH3:17])=[O:14])[S:12][C:8]=2[CH:7]=1)[CH3:5])=[N+]=[N-]. Product: [NH2:1][CH:4]([C:6]1[CH:19]=[CH:18][C:9]2[CH:10]=[C:11]([C:13]([O:15][CH2:16][CH3:17])=[O:14])[S:12][C:8]=2[CH:7]=1)[CH3:5]. The catalyst class is: 99.